Dataset: Catalyst prediction with 721,799 reactions and 888 catalyst types from USPTO. Task: Predict which catalyst facilitates the given reaction. (1) Reactant: [H-].[Al+3].[Li+].[H-].[H-].[H-].[F:7][C:8]([F:19])([F:18])[C:9]([CH3:17])([CH3:16])[C:10](N(OC)C)=[O:11]. Product: [F:7][C:8]([F:19])([F:18])[C:9]([CH3:17])([CH3:16])[CH:10]=[O:11]. The catalyst class is: 28. (2) Reactant: C(OC(N1CC(OC(=O)C)CC1C[C:21]1[C:29]2[C:24](=[CH:25][C:26](F)=[CH:27][CH:28]=2)[NH:23][CH:22]=1)=O)C1C=CC=CC=1.[C:31](O)([C:33](F)(F)F)=O.C([O-])([O-])=O.[K+].[K+]. Product: [NH:23]1[C:31]2[C:33](=[CH:29][CH:24]=[CH:25][CH:26]=2)[CH:21]=[C:22]1[N:23]1[C:24]2[C:29](=[CH:28][CH:27]=[CH:26][CH:25]=2)[CH2:21][CH2:22]1. The catalyst class is: 25. (3) Reactant: [NH2:1][C:2]1[CH:3]=[CH:4][C:5]([Cl:12])=[C:6]([C:8]([F:11])([F:10])[F:9])[CH:7]=1.[CH3:13][C:14]([CH3:16])=O.C([BH3-])#N.[Na+]. Product: [Cl:12][C:5]1[CH:4]=[CH:3][C:2]([NH:1][CH:14]([CH3:16])[CH3:13])=[CH:7][C:6]=1[C:8]([F:9])([F:10])[F:11]. The catalyst class is: 466. (4) Reactant: [CH2:1]([O:3][C:4](=[O:32])[CH2:5][CH2:6][NH:7][C:8]([NH:10][C@:11]([C:19]1[CH:24]=[CH:23][C:22]([CH2:25][CH2:26][C:27]([CH3:30])([CH3:29])[CH3:28])=[C:21]([Cl:31])[CH:20]=1)([CH3:18])[CH:12]([CH2:16]O)[CH:13]([CH3:15])[CH3:14])=[O:9])[CH3:2].C(O)(=O)C.C(O)(=O)C.IC1C=CC=CC=1.CC1(C)N([O])C(C)(C)CCC1.FC(F)(F)C(O)=O.S([O-])([O-])=O.[Na+].[Na+].C(=O)([O-])O.[K+]. Product: [CH2:1]([O:3][C:4](=[O:32])[CH2:5][CH2:6][N:7]1[CH:16]=[C:12]([CH:13]([CH3:15])[CH3:14])[C@@:11]([C:19]2[CH:24]=[CH:23][C:22]([CH2:25][CH2:26][C:27]([CH3:30])([CH3:29])[CH3:28])=[C:21]([Cl:31])[CH:20]=2)([CH3:18])[NH:10][C:8]1=[O:9])[CH3:2]. The catalyst class is: 4.